This data is from Full USPTO retrosynthesis dataset with 1.9M reactions from patents (1976-2016). The task is: Predict the reactants needed to synthesize the given product. (1) Given the product [CH3:20][S:17]([O:21][CH:13]1[CH2:14][CH2:15][O:9][CH:8]([C:7]2[CH:6]=[N:5][C:4]([CH:1]3[CH2:2][CH2:3]3)=[CH:11][CH:10]=2)[CH2:12]1)(=[O:19])=[O:18], predict the reactants needed to synthesize it. The reactants are: [CH:1]1([C:4]2[CH:11]=[CH:10][C:7]([CH:8]=[O:9])=[CH:6][N:5]=2)[CH2:3][CH2:2]1.[CH2:12](O)[CH2:13][CH:14]=[CH2:15].[S:17]([OH:21])([CH3:20])(=[O:19])=[O:18].C([O-])(O)=O.[Na+]. (2) Given the product [C:9]([NH:8][CH2:7][CH2:6][CH2:5][S:2]([O:12][CH2:13][C:14]([CH3:28])([CH3:27])[C:15]([O:17][CH2:18][C:19]1[CH:20]=[CH:21][C:22]([O:25][CH3:26])=[CH:23][CH:24]=1)=[O:16])(=[O:4])=[O:3])(=[O:11])[CH3:10], predict the reactants needed to synthesize it. The reactants are: Cl[S:2]([CH2:5][CH2:6][CH2:7][NH:8][C:9](=[O:11])[CH3:10])(=[O:4])=[O:3].[OH:12][CH2:13][C:14]([CH3:28])([CH3:27])[C:15]([O:17][CH2:18][C:19]1[CH:24]=[CH:23][C:22]([O:25][CH3:26])=[CH:21][CH:20]=1)=[O:16].C(N(CC)CC)C. (3) Given the product [CH3:53][C:42]([CH3:41])([CH2:47][C:48](=[O:50])[O:1][C@H:2]1[CH2:19][CH2:18][C@@:17]2([CH3:20])[C@@H:4]([CH2:5][CH2:6][C@:7]3([CH3:37])[C@@H:16]2[CH2:15][CH2:14][C@H:13]2[C@@:8]3([CH3:36])[CH2:9][CH2:10][C@@:11]3([C:28]([N:30]4[CH2:35][CH2:34][CH2:33][CH2:32][CH2:31]4)=[O:29])[CH2:23][CH2:22][C@@H:21]([C:24]4([CH3:27])[CH2:25][CH2:26]4)[C@@H:12]32)[C:3]1([CH3:39])[CH3:38])[C:44]([OH:46])=[O:45], predict the reactants needed to synthesize it. The reactants are: [OH:1][C@H:2]1[CH2:19][CH2:18][C@@:17]2([CH3:20])[C@@H:4]([CH2:5][CH2:6][C@:7]3([CH3:37])[C@@H:16]2[CH2:15][CH2:14][C@H:13]2[C@@:8]3([CH3:36])[CH2:9][CH2:10][C@@:11]3([C:28]([N:30]4[CH2:35][CH2:34][CH2:33][CH2:32][CH2:31]4)=[O:29])[CH2:23][CH2:22][C@@H:21]([C:24]4([CH3:27])[CH2:26][CH2:25]4)[C@@H:12]32)[C:3]1([CH3:39])[CH3:38].C(O)(=O)[CH2:41][C:42]([CH2:47][C:48]([OH:50])=O)([C:44]([OH:46])=[O:45])O.[C:53](OCC)(=O)C. (4) Given the product [F:1][C:2]1[CH:7]=[CH:6][CH:5]=[C:4]([F:8])[C:3]=1[N:9]1[C:14]2[N:15]=[C:16]([NH:43][CH2:42][CH2:41][CH2:40][NH:39][CH:37]([CH3:38])[CH3:36])[N:17]=[C:18]([C:19]3[CH:20]=[C:21]([CH:28]=[CH:29][C:30]=3[CH3:31])[C:22]([NH:24][CH:25]([CH3:27])[CH3:26])=[O:23])[C:13]=2[CH2:12][NH:11][C:10]1=[O:35], predict the reactants needed to synthesize it. The reactants are: [F:1][C:2]1[CH:7]=[CH:6][CH:5]=[C:4]([F:8])[C:3]=1[N:9]1[C:14]2[N:15]=[C:16](S(C)=O)[N:17]=[C:18]([C:19]3[CH:20]=[C:21]([CH:28]=[CH:29][C:30]=3[CH3:31])[C:22]([NH:24][CH:25]([CH3:27])[CH3:26])=[O:23])[C:13]=2[CH2:12][NH:11][C:10]1=[O:35].[CH3:36][CH:37]([NH:39][CH2:40][CH2:41][CH2:42][NH2:43])[CH3:38]. (5) Given the product [Br:24][C:2]1[C:3]([C:16]2[CH:21]=[CH:20][CH:19]=[CH:18][CH:17]=2)=[N:4][C:5]2[C:10]([N:11]=1)=[CH:9][C:8]([C:12]([O:14][CH3:15])=[O:13])=[CH:7][CH:6]=2, predict the reactants needed to synthesize it. The reactants are: O=[C:2]1[NH:11][C:10]2[C:5](=[CH:6][CH:7]=[C:8]([C:12]([O:14][CH3:15])=[O:13])[CH:9]=2)[N:4]=[C:3]1[C:16]1[CH:21]=[CH:20][CH:19]=[CH:18][CH:17]=1.P(Br)(Br)([Br:24])=O. (6) Given the product [C:50]([Si:53]([CH3:55])([CH3:54])[O:38][CH2:37][CH2:36][NH:35][C:34]([C:31]([CH3:33])([O:30][C:25]1[CH:26]=[CH:27][CH:28]=[CH:29][C:24]=1[O:23][C:20]1[CH:19]=[CH:18][C:17]([NH:16][C:4]2[C:5]3[N:6]([CH:9]=[C:10]([C:13]([OH:15])=[O:14])[C:11]=3[CH3:12])[N:7]=[CH:8][C:3]=2[C:1]#[N:2])=[CH:22][CH:21]=1)[CH3:32])=[O:39])([CH3:52])([CH3:51])[CH3:49], predict the reactants needed to synthesize it. The reactants are: [C:1]([C:3]1[CH:8]=[N:7][N:6]2[CH:9]=[C:10]([C:13]([OH:15])=[O:14])[C:11]([CH3:12])=[C:5]2[C:4]=1[NH:16][C:17]1[CH:22]=[CH:21][C:20]([O:23][C:24]2[CH:29]=[CH:28][CH:27]=[CH:26][C:25]=2[O:30][C:31]([C:34](=[O:39])[NH:35][CH2:36][CH2:37][OH:38])([CH3:33])[CH3:32])=[CH:19][CH:18]=1)#[N:2].CCN(C(C)C)C(C)C.[CH3:49][C:50]([Si:53](Cl)([CH3:55])[CH3:54])([CH3:52])[CH3:51].[OH-].[Na+]. (7) Given the product [CH2:1]([O:3][C:4]1[CH:14]=[CH:13][C:7]([O:8][CH:9]2[CH2:12][N:11]([C:27]3[CH:28]=[CH:29][C:24]([C@@H:22]([NH2:21])[CH3:23])=[CH:25][CH:26]=3)[CH2:10]2)=[CH:6][CH:5]=1)[CH3:2], predict the reactants needed to synthesize it. The reactants are: [CH2:1]([O:3][C:4]1[CH:14]=[CH:13][C:7]([O:8][CH:9]2[CH2:12][NH:11][CH2:10]2)=[CH:6][CH:5]=1)[CH3:2].C(OC(=O)[NH:21][C@H:22]([C:24]1[CH:29]=[CH:28][C:27](Br)=[CH:26][CH:25]=1)[CH3:23])(C)(C)C.CC([O-])(C)C.[K+].C(P(C(C)(C)C)C1C=CC=CC=1C1C=CC=CC=1)(C)(C)C.